Dataset: Forward reaction prediction with 1.9M reactions from USPTO patents (1976-2016). Task: Predict the product of the given reaction. (1) Given the reactants Br[C:2]1[CH:3]=[C:4]([NH:15][C:16]2[C:17]([C:32]([NH2:34])=[O:33])=[N:18][CH:19]=[C:20]([O:22][C:23]3[CH:28]=[CH:27][CH:26]=[C:25]([N+:29]([O-:31])=[O:30])[CH:24]=3)[N:21]=2)[CH:5]=[CH:6][C:7]=1[N:8]1[CH2:13][CH2:12][N:11]([CH3:14])[CH2:10][CH2:9]1.[N:35]1C=CC=C[CH:36]=1.N.C(=O)([O-])O.[Na+], predict the reaction product. The product is: [C:36]([C:2]1[CH:3]=[C:4]([NH:15][C:16]2[C:17]([C:32]([NH2:34])=[O:33])=[N:18][CH:19]=[C:20]([O:22][C:23]3[CH:28]=[CH:27][CH:26]=[C:25]([N+:29]([O-:31])=[O:30])[CH:24]=3)[N:21]=2)[CH:5]=[CH:6][C:7]=1[N:8]1[CH2:9][CH2:10][N:11]([CH3:14])[CH2:12][CH2:13]1)#[N:35]. (2) Given the reactants [C:1]1([C:7]([C:23]2[CH:28]=[CH:27][CH:26]=[CH:25][CH:24]=2)([C:17]2[CH:22]=[CH:21][CH:20]=[CH:19][CH:18]=2)[NH:8][C@H:9]([C:13]([O:15][CH3:16])=[O:14])[C@@H:10]([CH3:12])O)[CH:6]=[CH:5][CH:4]=[CH:3][CH:2]=1.CS(Cl)(=O)=O.C(N(CC)CC)C, predict the reaction product. The product is: [CH3:12][C@@H:10]1[N:8]([C:7]([C:17]2[CH:18]=[CH:19][CH:20]=[CH:21][CH:22]=2)([C:23]2[CH:28]=[CH:27][CH:26]=[CH:25][CH:24]=2)[C:1]2[CH:2]=[CH:3][CH:4]=[CH:5][CH:6]=2)[C@H:9]1[C:13]([O:15][CH3:16])=[O:14]. (3) The product is: [CH:21]([C:18]1[CH:19]=[CH:20][C:15]([C:13]2[N:14]=[C:10]([NH:9][S:8]([CH2:7][C:6]([OH:26])=[O:5])(=[O:25])=[O:24])[S:11][CH:12]=2)=[CH:16][CH:17]=1)([CH3:23])[CH3:22]. Given the reactants C([O:5][C:6](=[O:26])[CH2:7][S:8](=[O:25])(=[O:24])[NH:9][C:10]1[S:11][CH:12]=[C:13]([C:15]2[CH:20]=[CH:19][C:18]([CH:21]([CH3:23])[CH3:22])=[CH:17][CH:16]=2)[N:14]=1)(C)(C)C.Cl, predict the reaction product.